This data is from Forward reaction prediction with 1.9M reactions from USPTO patents (1976-2016). The task is: Predict the product of the given reaction. (1) Given the reactants [CH3:1][C:2]1[C:6]([C:7]2[CH:8]=[C:9]([C:19]([C:21]3[CH:26]=[CH:25][CH:24]=[CH:23][N:22]=3)=[O:20])[C:10]3[N:14]=[C:13]([O:15][CH2:16][CH3:17])[NH:12][C:11]=3[CH:18]=2)=[C:5]([CH3:27])[O:4][N:3]=1.[CH2:28]([Mg]Cl)[C:29]([CH3:32])([CH3:31])[CH3:30], predict the reaction product. The product is: [CH3:1][C:2]1[C:6]([C:7]2[CH:8]=[C:9]([C:19]([C:21]3[CH:26]=[CH:25][CH:24]=[CH:23][N:22]=3)([OH:20])[CH2:28][C:29]([CH3:32])([CH3:31])[CH3:30])[C:10]3[N:14]=[C:13]([O:15][CH2:16][CH3:17])[NH:12][C:11]=3[CH:18]=2)=[C:5]([CH3:27])[O:4][N:3]=1. (2) The product is: [Cl:1][C:2]1[CH:26]=[CH:25][C:5]([CH2:6][N:7]2[C:15]3[C:10](=[CH:11][C:12]([CH:16]=[C:17]4[S:21][C:20]([N:36]([CH2:35][CH2:34][N:33]([CH2:38][CH3:39])[CH2:31][CH3:32])[CH3:37])=[N:19][C:18]4=[O:24])=[CH:13][CH:14]=3)[CH:9]=[N:8]2)=[C:4]([C:27]([F:29])([F:30])[F:28])[CH:3]=1. Given the reactants [Cl:1][C:2]1[CH:26]=[CH:25][C:5]([CH2:6][N:7]2[C:15]3[C:10](=[CH:11][C:12]([CH:16]=[C:17]4[S:21][CH:20](SC)[NH:19][C:18]4=[O:24])=[CH:13][CH:14]=3)[CH:9]=[N:8]2)=[C:4]([C:27]([F:30])([F:29])[F:28])[CH:3]=1.[CH2:31]([N:33]([CH2:38][CH3:39])[CH2:34][CH2:35][NH:36][CH3:37])[CH3:32], predict the reaction product. (3) Given the reactants [NH2:1][C:2]1[CH:3]=[C:4]([C@H:8]([N:15]([CH3:27])[C:16](=[O:26])[CH2:17][C:18]2[CH:23]=[CH:22][C:21]([Cl:24])=[C:20]([Cl:25])[CH:19]=2)[CH2:9][N:10]2[CH2:14][CH2:13][CH2:12][CH2:11]2)[CH:5]=[CH:6][CH:7]=1.N1C=CC=CC=1.[CH3:34][O:35][CH2:36][CH2:37][S:38](Cl)(=[O:40])=[O:39], predict the reaction product. The product is: [Cl:25][C:20]1[CH:19]=[C:18]([CH2:17][C:16]([N:15]([C@@H:8]([C:4]2[CH:5]=[CH:6][CH:7]=[C:2]([NH:1][S:38]([CH2:37][CH2:36][O:35][CH3:34])(=[O:40])=[O:39])[CH:3]=2)[CH2:9][N:10]2[CH2:11][CH2:12][CH2:13][CH2:14]2)[CH3:27])=[O:26])[CH:23]=[CH:22][C:21]=1[Cl:24]. (4) Given the reactants [C:1]([N:8]1[CH2:13][CH2:12][CH2:11][CH2:10][C:9]1=O)([O:3][C:4]([CH3:7])([CH3:6])[CH3:5])=[O:2].[CH:15]1([N+:21]#[C-:22])[CH2:20][CH2:19][CH2:18][CH2:17][CH2:16]1.Cl.[CH2:24]([NH2:29])[CH2:25][CH2:26][CH:27]=[CH2:28].[H-].[H-].[H-].[H-].[Li+].[Al+3].[C:36](CCC=C)#[N:37].C([O-])(O)=[O:43].[Na+], predict the reaction product. The product is: [CH:15]1([NH:21][C:22]2[C:11]3([CH2:12][CH2:13][N:8]([C:1]([O:3][C:4]([CH3:7])([CH3:6])[CH3:5])=[O:2])[CH2:9][CH2:10]3)[N:29]([CH2:24][CH2:25][CH2:26][CH:27]=[CH2:28])[C:36](=[O:43])[N:37]=2)[CH2:20][CH2:19][CH2:18][CH2:17][CH2:16]1. (5) Given the reactants C(OC([N:8](C(OC(C)(C)C)=O)[C:9]1[N:14]=[CH:13][C:12]([C:15]2[CH:20]=[CH:19][CH:18]=[CH:17][C:16]=2[S:21]([CH3:24])(=[O:23])=[O:22])=[CH:11][N:10]=1)=O)(C)(C)C.[ClH:32].O1CCOCC1, predict the reaction product. The product is: [ClH:32].[NH2:8][C:9]1[N:10]=[CH:11][C:12]([C:15]2[CH:20]=[CH:19][CH:18]=[CH:17][C:16]=2[S:21]([CH3:24])(=[O:23])=[O:22])=[CH:13][N:14]=1. (6) Given the reactants [OH-].[Na+].[CH:3]12[CH2:12][CH:7]3[CH2:8][CH:9]([CH2:11][CH:5]([CH2:6]3)[CH:4]1[NH:13][C:14]([C:16]1[CH:17]=[N:18][N:19]([C:27]3[CH:36]=[CH:35][C:30]([C:31]([O:33]C)=[O:32])=[CH:29][CH:28]=3)[C:20]=1[S:21][CH:22]1[CH2:26][CH2:25][CH2:24][CH2:23]1)=[O:15])[CH2:10]2, predict the reaction product. The product is: [CH:3]12[CH2:12][CH:7]3[CH2:8][CH:9]([CH2:11][CH:5]([CH2:6]3)[CH:4]1[NH:13][C:14]([C:16]1[CH:17]=[N:18][N:19]([C:27]3[CH:36]=[CH:35][C:30]([C:31]([OH:33])=[O:32])=[CH:29][CH:28]=3)[C:20]=1[S:21][CH:22]1[CH2:26][CH2:25][CH2:24][CH2:23]1)=[O:15])[CH2:10]2. (7) Given the reactants [CH3:1][O:2][CH2:3][C:4]1[O:8][N:7]=[C:6]([C:9]2[CH:14]=[CH:13][C:12]([NH2:15])=[CH:11][CH:10]=2)[N:5]=1.Cl.[CH3:17][O:18][C:19]1[CH:20]=[C:21]2[C:26](=[C:27]([N:29]3[CH2:34][CH2:33][N:32]([CH3:35])[CH2:31][CH2:30]3)[CH:28]=1)[O:25][CH:24]([C:36](O)=[O:37])[CH2:23][CH2:22]2, predict the reaction product. The product is: [CH3:17][O:18][C:19]1[CH:20]=[C:21]2[C:26](=[C:27]([N:29]3[CH2:30][CH2:31][N:32]([CH3:35])[CH2:33][CH2:34]3)[CH:28]=1)[O:25][CH:24]([C:36]([NH:15][C:12]1[CH:13]=[CH:14][C:9]([C:6]3[N:5]=[C:4]([CH2:3][O:2][CH3:1])[O:8][N:7]=3)=[CH:10][CH:11]=1)=[O:37])[CH2:23][CH2:22]2. (8) The product is: [C:7]1([S:13]([CH2:16][C:17]2[CH:18]=[CH:19][C:20]([C:31]3[CH:35]=[CH:34][O:33][C:32]=3[C:36]([OH:39])=[O:37])=[C:21]([OH:30])[C:22]=2[C:23]([O:25][C:26]([CH3:29])([CH3:28])[CH3:27])=[O:24])(=[O:15])=[O:14])[CH:8]=[CH:9][CH:10]=[CH:11][CH:12]=1. Given the reactants OP([O-])(O)=O.[Na+].[C:7]1([S:13]([CH2:16][C:17]2[C:22]([C:23]([O:25][C:26]([CH3:29])([CH3:28])[CH3:27])=[O:24])=[C:21]([OH:30])[C:20]([C:31]3[CH:35]=[CH:34][O:33][C:32]=3[CH:36]=[O:37])=[CH:19][CH:18]=2)(=[O:15])=[O:14])[CH:12]=[CH:11][CH:10]=[CH:9][CH:8]=1.Cl([O-])=[O:39].[Na+], predict the reaction product. (9) Given the reactants [CH3:1][O:2][C:3]1[CH:33]=[CH:32][C:6]([CH2:7][NH:8][C:9]2[C:18]([CH2:19][CH2:20][C:21]([NH:23][CH2:24][CH:25]3[CH2:30][CH2:29][CH2:28][CH2:27][CH2:26]3)=[O:22])=[CH:17][C:16]3[C:11](=[CH:12][CH:13]=[C:14](Br)[CH:15]=3)[N:10]=2)=[CH:5][CH:4]=1.[Cl:34][C:35]1[CH:40]=[CH:39][CH:38]=[CH:37][C:36]=1B(O)O.C([O-])(=O)C.[K+].C(O)C, predict the reaction product. The product is: [CH3:1][O:2][C:3]1[CH:33]=[CH:32][C:6]([CH2:7][NH:8][C:9]2[C:18]([CH2:19][CH2:20][C:21]([NH:23][CH2:24][CH:25]3[CH2:30][CH2:29][CH2:28][CH2:27][CH2:26]3)=[O:22])=[CH:17][C:16]3[C:11](=[CH:12][CH:13]=[C:14]([C:36]4[CH:37]=[CH:38][CH:39]=[CH:40][C:35]=4[Cl:34])[CH:15]=3)[N:10]=2)=[CH:5][CH:4]=1. (10) Given the reactants [ClH:1].Cl[C:3]1[CH:4]=[C:5]([CH3:11])[CH:6]=[CH:7][C:8]=1[NH:9][NH2:10].[C:12]([O:20]CC)(=O)[CH2:13][C:14](OCC)=[O:15].[O-]CC.[Na+], predict the reaction product. The product is: [Cl:1][C:4]1[CH:3]=[C:8]([N:9]2[C:14](=[O:15])[CH2:13][C:12](=[O:20])[NH:10]2)[CH:7]=[CH:6][C:5]=1[CH3:11].